From a dataset of TCR-epitope binding with 47,182 pairs between 192 epitopes and 23,139 TCRs. Binary Classification. Given a T-cell receptor sequence (or CDR3 region) and an epitope sequence, predict whether binding occurs between them. (1) The epitope is RQLLFVVEV. The TCR CDR3 sequence is CASSLNRASRDEQFF. Result: 1 (the TCR binds to the epitope). (2) The TCR CDR3 sequence is CASSQDRQGWASEQFF. Result: 0 (the TCR does not bind to the epitope). The epitope is DRFYKTLRAEQASQEV. (3) The epitope is SLVKPSFYV. The TCR CDR3 sequence is CASSSGWEQYF. Result: 0 (the TCR does not bind to the epitope). (4) The epitope is ALSKGVHFV. The TCR CDR3 sequence is CASSLVLAGEFREQFF. Result: 1 (the TCR binds to the epitope).